Predict the reactants needed to synthesize the given product. From a dataset of Full USPTO retrosynthesis dataset with 1.9M reactions from patents (1976-2016). (1) The reactants are: [CH3:1][O:2][CH2:3][C:4]#[C:5][C:6](=O)[CH3:7].[C:9]([CH2:11][C:12]([NH2:14])=[O:13])#[N:10].C(O)(=O)C.N1CCCCC1.N1CCCCC1. Given the product [CH3:1][O:2][CH2:3][C:4]1[CH:5]=[C:6]([CH3:7])[NH:14][C:12](=[O:13])[C:11]=1[C:9]#[N:10], predict the reactants needed to synthesize it. (2) Given the product [C:1]([C:4]1[CH:9]=[CH:8][C:7]([NH:10][C:11](=[O:13])[CH3:12])=[C:6]([CH2:29][CH:28]=[CH2:27])[C:5]=1[OH:14])(=[O:3])[CH3:2], predict the reactants needed to synthesize it. The reactants are: [C:1]([C:4]1[CH:9]=[CH:8][C:7]([NH:10][C:11](=[O:13])[CH3:12])=[CH:6][C:5]=1[O:14]CC=C)(=[O:3])[CH3:2].O.C(OCC)(=O)C.CN1C[CH2:29][CH2:28][C:27]1=O. (3) The reactants are: [NH2:1][C:2]1[CH:22]=[CH:21][C:5]([CH2:6][N:7]2[C:11]3=[N:12][C:13]([C:16]([O:18][CH3:19])=[O:17])=[CH:14][CH:15]=[C:10]3[N:9]=[C:8]2[CH3:20])=[C:4]([Cl:23])[CH:3]=1.C(N(CC)CC)C.[C:31](Cl)(=[O:38])[C:32]1[CH:37]=[CH:36][CH:35]=[CH:34][CH:33]=1.O. Given the product [C:31]([NH:1][C:2]1[CH:22]=[CH:21][C:5]([CH2:6][N:7]2[C:11]3=[N:12][C:13]([C:16]([O:18][CH3:19])=[O:17])=[CH:14][CH:15]=[C:10]3[N:9]=[C:8]2[CH3:20])=[C:4]([Cl:23])[CH:3]=1)(=[O:38])[C:32]1[CH:37]=[CH:36][CH:35]=[CH:34][CH:33]=1, predict the reactants needed to synthesize it. (4) Given the product [F:4][C:5]1[CH:6]=[CH:7][C:8]([C:11]2[O:12][CH:13]=[C:14]([C:16](=[O:17])[CH3:3])[N:15]=2)=[CH:9][CH:10]=1, predict the reactants needed to synthesize it. The reactants are: [N+](=[CH2:3])=[N-].[F:4][C:5]1[CH:10]=[CH:9][C:8]([C:11]2[O:12][CH:13]=[C:14]([CH:16]=[O:17])[N:15]=2)=[CH:7][CH:6]=1. (5) Given the product [Si:3]([O:10][CH:11]1[CH2:12][CH2:13][CH:14]([C:17](=[O:25])[CH:18]=[CH:44][C:39]2[C:38]([C:36]3[N:35]=[CH:34][N:33]([C:32]([C:52]4[CH:57]=[CH:56][CH:55]=[CH:54][CH:53]=4)([C:46]4[CH:47]=[CH:48][CH:49]=[CH:50][CH:51]=4)[C:26]4[CH:31]=[CH:30][CH:29]=[CH:28][CH:27]=4)[CH:37]=3)=[CH:43][CH:42]=[CH:41][N:40]=2)[CH2:15][CH2:16]1)([C:6]([CH3:7])([CH3:8])[CH3:9])([CH3:4])[CH3:5], predict the reactants needed to synthesize it. The reactants are: [H-].[Na+].[Si:3]([O:10][CH:11]1[CH2:16][CH2:15][CH:14]([C:17](=[O:25])[CH2:18]P(=O)(OC)OC)[CH2:13][CH2:12]1)([C:6]([CH3:9])([CH3:8])[CH3:7])([CH3:5])[CH3:4].[C:26]1([C:32]([C:52]2[CH:57]=[CH:56][CH:55]=[CH:54][CH:53]=2)([C:46]2[CH:51]=[CH:50][CH:49]=[CH:48][CH:47]=2)[N:33]2[CH:37]=[C:36]([C:38]3[C:39]([CH:44]=O)=[N:40][CH:41]=[CH:42][CH:43]=3)[N:35]=[CH:34]2)[CH:31]=[CH:30][CH:29]=[CH:28][CH:27]=1. (6) Given the product [OH:8][CH2:9][C:10]1[N:11]=[C:12]([C:15]2([OH:25])[CH2:24][CH2:23][C:18]3([O:22][CH2:21][CH2:20][O:19]3)[CH2:17][CH2:16]2)[S:13][CH:14]=1, predict the reactants needed to synthesize it. The reactants are: [Si]([O:8][CH2:9][C:10]1[N:11]=[C:12]([C:15]2([OH:25])[CH2:24][CH2:23][C:18]3([O:22][CH2:21][CH2:20][O:19]3)[CH2:17][CH2:16]2)[S:13][CH:14]=1)(C(C)(C)C)(C)C.F.F.F.C(N(CC)CC)C. (7) Given the product [CH3:39][N:29]1[C:30](=[O:38])[C:31]([CH3:37])([CH3:36])[C:32](=[O:35])[N:33]([CH3:34])[C:27]2[CH:26]=[C:25]([O:24][CH2:23][CH2:22][CH2:21][NH:20][CH2:42][CH2:43][C:44]3[CH:45]=[N:46][CH:47]=[CH:48][CH:49]=3)[CH:41]=[CH:40][C:28]1=2, predict the reactants needed to synthesize it. The reactants are: [OH-].[Li+].C(O)(=O)CS.[N+](C1C=CC=CC=1S([N:20]([CH2:42][CH2:43][C:44]1[CH:45]=[N:46][CH:47]=[CH:48][CH:49]=1)[CH2:21][CH2:22][CH2:23][O:24][C:25]1[CH:41]=[CH:40][C:28]2[N:29]([CH3:39])[C:30](=[O:38])[C:31]([CH3:37])([CH3:36])[C:32](=[O:35])[N:33]([CH3:34])[C:27]=2[CH:26]=1)(=O)=O)([O-])=O. (8) The reactants are: [N+:1]([C:4]1[CH:9]=[CH:8][C:7]([C:10]2([CH2:13][NH2:14])[CH2:12][CH2:11]2)=[CH:6][CH:5]=1)([O-:3])=[O:2].[C:15](Cl)(=[O:17])[CH3:16]. Given the product [N+:1]([C:4]1[CH:5]=[CH:6][C:7]([C:10]2([CH2:13][NH:14][C:15](=[O:17])[CH3:16])[CH2:11][CH2:12]2)=[CH:8][CH:9]=1)([O-:3])=[O:2], predict the reactants needed to synthesize it. (9) Given the product [Cl:1][C:2]1[CH:3]=[CH:4][C:5]([NH:8][C:9]2[O:13][C:12]([C:14]3[CH:19]=[CH:18][C:17]([O:20][C:32]4[N:37]=[C:36]([NH2:38])[N:35]=[C:34]([NH2:39])[CH:33]=4)=[CH:16][CH:15]=3)=[N:11][N:10]=2)=[CH:6][CH:7]=1, predict the reactants needed to synthesize it. The reactants are: [Cl:1][C:2]1[CH:7]=[CH:6][C:5]([NH:8][C:9]2[O:13][C:12]([C:14]3[CH:19]=[CH:18][C:17]([OH:20])=[CH:16][CH:15]=3)=[N:11][N:10]=2)=[CH:4][CH:3]=1.C[Si]([N-][Si](C)(C)C)(C)C.[K+].Cl[C:32]1[N:37]=[C:36]([NH2:38])[N:35]=[C:34]([NH2:39])[CH:33]=1.C([O-])([O-])=O.[K+].[K+].